From a dataset of Forward reaction prediction with 1.9M reactions from USPTO patents (1976-2016). Predict the product of the given reaction. (1) Given the reactants [CH2:1]([O:3][C:4]([C:6]1[CH:7]([NH2:23])[C:8]2[C:13]([C:14]=1[C:15]1[CH:20]=[CH:19][CH:18]=[CH:17][CH:16]=1)=[CH:12][CH:11]=[C:10]([O:21][CH3:22])[CH:9]=2)=[O:5])[CH3:2].[C:24](Cl)(=[O:27])[CH2:25][CH3:26].C(N(CC)CC)C, predict the reaction product. The product is: [CH2:1]([O:3][C:4]([C:6]1[CH:7]([NH:23][C:24](=[O:27])[CH2:25][CH3:26])[C:8]2[C:13]([C:14]=1[C:15]1[CH:20]=[CH:19][CH:18]=[CH:17][CH:16]=1)=[CH:12][CH:11]=[C:10]([O:21][CH3:22])[CH:9]=2)=[O:5])[CH3:2]. (2) Given the reactants [CH2:1]([N:8]([CH2:19][CH2:20][OH:21])[C:9](=O)[CH2:10][C:11]1[C:12]([Cl:17])=[N:13][CH:14]=[CH:15][CH:16]=1)[C:2]1[CH:7]=[CH:6][CH:5]=[CH:4][CH:3]=1.CO, predict the reaction product. The product is: [CH2:1]([N:8]([CH2:9][CH2:10][C:11]1[C:12]([Cl:17])=[N:13][CH:14]=[CH:15][CH:16]=1)[CH2:19][CH2:20][OH:21])[C:2]1[CH:3]=[CH:4][CH:5]=[CH:6][CH:7]=1. (3) Given the reactants C[O:2][C:3]([C:5]1[S:6][C:7]([C:26]2[CH2:31][CH2:30][CH2:29][CH2:28][CH:27]=2)=[CH:8][C:9]=1[N:10]([C:17]([C@H:19]1[CH2:24][CH2:23][C@H:22]([CH3:25])[CH2:21][CH2:20]1)=[O:18])[C:11]1[CH:16]=[CH:15][CH:14]=[CH:13][CH:12]=1)=[O:4].[OH-].[Li+], predict the reaction product. The product is: [C:26]1([C:7]2[S:6][C:5]([C:3]([OH:4])=[O:2])=[C:9]([N:10]([C:17]([C@H:19]3[CH2:20][CH2:21][C@H:22]([CH3:25])[CH2:23][CH2:24]3)=[O:18])[C:11]3[CH:12]=[CH:13][CH:14]=[CH:15][CH:16]=3)[CH:8]=2)[CH2:31][CH2:30][CH2:29][CH2:28][CH:27]=1. (4) Given the reactants [OH:1][CH2:2][C:3]1[C:12]([C:13]2[CH:18]=[CH:17][CH:16]=[CH:15][C:14]=2OS(C(F)(F)F)(=O)=O)=[CH:11][CH:10]=[C:9]2[C:4]=1[C:5]([CH3:29])=[CH:6][C:7]([CH3:28])([CH3:27])[NH:8]2.C(N(CC)CC)C.C(O)=O, predict the reaction product. The product is: [OH:1][CH2:2][C:3]1[C:12]([C:13]2[CH:18]=[CH:17][CH:16]=[CH:15][CH:14]=2)=[CH:11][CH:10]=[C:9]2[C:4]=1[C:5]([CH3:29])=[CH:6][C:7]([CH3:28])([CH3:27])[NH:8]2. (5) Given the reactants N#N.[Cl:3][C:4]1[CH:34]=[CH:33][CH:32]=[CH:31][C:5]=1[CH2:6][O:7][C:8](=[O:30])[NH:9][C:10]1[CH:11]=[N:12][N:13]([CH2:15][C:16]2[N:17]=[C:18]([C:21](C)(C)[O:22][SiH2]C(C)(C)C)[O:19][CH:20]=2)[CH:14]=1.CCCC[N+](CCCC)(CCCC)CCCC.[F-].[NH4+].[Cl-], predict the reaction product. The product is: [Cl:3][C:4]1[CH:34]=[CH:33][CH:32]=[CH:31][C:5]=1[CH2:6][O:7][C:8](=[O:30])[NH:9][C:10]1[CH:11]=[N:12][N:13]([CH2:15][C:16]2[N:17]=[C:18]([CH2:21][OH:22])[O:19][CH:20]=2)[CH:14]=1. (6) The product is: [CH3:29][C:24]1([CH3:30])[C:25]([CH3:28])([CH3:27])[O:26][B:22]([C:2]2[CH:3]=[C:4]([NH:8][CH:9]3[CH2:14][CH2:13][CH2:12][N:11]([C:15]([O:17][C:18]([CH3:21])([CH3:20])[CH3:19])=[O:16])[CH2:10]3)[CH:5]=[N:6][CH:7]=2)[O:23]1. Given the reactants Br[C:2]1[CH:3]=[C:4]([NH:8][CH:9]2[CH2:14][CH2:13][CH2:12][N:11]([C:15]([O:17][C:18]([CH3:21])([CH3:20])[CH3:19])=[O:16])[CH2:10]2)[CH:5]=[N:6][CH:7]=1.[B:22]1([B:22]2[O:26][C:25]([CH3:28])([CH3:27])[C:24]([CH3:30])([CH3:29])[O:23]2)[O:26][C:25]([CH3:28])([CH3:27])[C:24]([CH3:30])([CH3:29])[O:23]1.C([O-])(=O)C.[K+], predict the reaction product. (7) Given the reactants [CH3:1][C:2]([CH3:7])([CH3:6])[C@@H:3]([NH2:5])[CH3:4].[CH:8]1([NH:11][C:12]([C:14]2[CH:15]=[C:16]([F:38])[C:17]([CH3:37])=[C:18]([C:20]3[CH:25]=[CH:24][C:23]([C:26](O)=[O:27])=[CH:22][C:21]=3[C:29]([NH:31][C:32]3[S:33][CH:34]=[CH:35][N:36]=3)=[O:30])[CH:19]=2)=[O:13])[CH2:10][CH2:9]1.Cl.CN(C)CCCN=C=NCC, predict the reaction product. The product is: [CH:8]1([NH:11][C:12]([C:14]2[CH:19]=[C:18]([C:20]3[C:21]([C:29]([NH:31][C:32]4[S:33][CH:34]=[CH:35][N:36]=4)=[O:30])=[CH:22][C:23]([C:26]([NH:5][C@@H:3]([CH3:4])[C:2]([CH3:7])([CH3:6])[CH3:1])=[O:27])=[CH:24][CH:25]=3)[C:17]([CH3:37])=[C:16]([F:38])[CH:15]=2)=[O:13])[CH2:10][CH2:9]1.